This data is from Forward reaction prediction with 1.9M reactions from USPTO patents (1976-2016). The task is: Predict the product of the given reaction. The product is: [Cl:6][C:7]1[C:8]([C:29]2[N:33]3[CH:34]=[CH:35][CH:36]=[CH:37][C:32]3=[N:31][CH:30]=2)=[N:9][C:10]([NH:13][C:14]2[CH:19]=[CH:18][C:17]([O:20][CH:21]3[CH2:26][CH2:25][N:24]([S:2]([CH3:1])(=[O:4])=[O:3])[CH2:23][CH2:22]3)=[CH:16][C:15]=2[O:27][CH3:28])=[N:11][CH:12]=1. Given the reactants [CH3:1][S:2](Cl)(=[O:4])=[O:3].[Cl:6][C:7]1[C:8]([C:29]2[N:33]3[CH:34]=[CH:35][CH:36]=[CH:37][C:32]3=[N:31][CH:30]=2)=[N:9][C:10]([NH:13][C:14]2[CH:19]=[CH:18][C:17]([O:20][CH:21]3[CH2:26][CH2:25][NH:24][CH2:23][CH2:22]3)=[CH:16][C:15]=2[O:27][CH3:28])=[N:11][CH:12]=1.C(N(CC)CC)C, predict the reaction product.